Dataset: Forward reaction prediction with 1.9M reactions from USPTO patents (1976-2016). Task: Predict the product of the given reaction. (1) Given the reactants [CH3:1][N:2]1[C:10]2[CH:9]=[C:8]([N:11]3[CH:16]=[CH:15][C:14]([CH2:17][CH2:18][C:19]4[CH:24]=[CH:23][CH:22]=[CH:21][CH:20]=4)=[N:13][C:12]3=[O:25])[CH:7]=[CH:6][C:5]=2[C:4]2[CH2:26][N:27](C(OC(C)(C)C)=O)[CH2:28][CH2:29][CH2:30][C:3]1=2.[ClH:38], predict the reaction product. The product is: [ClH:38].[CH3:1][N:2]1[C:10]2[CH:9]=[C:8]([N:11]3[CH:16]=[CH:15][C:14]([CH2:17][CH2:18][C:19]4[CH:24]=[CH:23][CH:22]=[CH:21][CH:20]=4)=[N:13][C:12]3=[O:25])[CH:7]=[CH:6][C:5]=2[C:4]2[CH2:26][NH:27][CH2:28][CH2:29][CH2:30][C:3]1=2. (2) Given the reactants C([O:9][CH2:10][CH2:11][N:12]1[C:20]2[C:19]([NH:21][C:22]3[CH:39]=[CH:38][C:25]([O:26][C:27]4[CH:28]=[CH:29][C:30]([F:37])=[C:31]([CH:36]=4)[C:32]([O:34]C)=O)=[C:24]([Cl:40])[CH:23]=3)=[N:18][CH:17]=[N:16][C:15]=2[CH:14]=[CH:13]1)(=O)C1C=CC=CC=1.[OH-].[Na+].[CH:43]1([NH2:46])[CH2:45][CH2:44]1.Cl.C(N=C=NCCCN(C)C)C.ON1C2C=CC=CC=2N=N1, predict the reaction product. The product is: [Cl:40][C:24]1[CH:23]=[C:22]([NH:21][C:19]2[C:20]3[N:12]([CH2:11][CH2:10][OH:9])[CH:13]=[CH:14][C:15]=3[N:16]=[CH:17][N:18]=2)[CH:39]=[CH:38][C:25]=1[O:26][C:27]1[CH:28]=[CH:29][C:30]([F:37])=[C:31]([CH:36]=1)[C:32]([NH:46][CH:43]1[CH2:45][CH2:44]1)=[O:34]. (3) Given the reactants [CH:1]([O:4][C:5]([N:7]1[CH2:12][CH2:11][CH:10]([CH:13]([CH3:23])[CH2:14][O:15][C:16]2[CH:17]=[N:18][C:19](Cl)=[N:20][CH:21]=2)[CH2:9][CH2:8]1)=[O:6])([CH3:3])[CH3:2].[C:24]([O:28][C:29](=[O:44])[NH:30][C@@H:31]1[C@@H:35]([C:36]2[CH:41]=[C:40]([F:42])[CH:39]=[CH:38][C:37]=2[F:43])[CH2:34][NH:33][CH2:32]1)([CH3:27])([CH3:26])[CH3:25].C1CCN2C(=NCCC2)CC1, predict the reaction product. The product is: [CH:1]([O:4][C:5]([N:7]1[CH2:12][CH2:11][CH:10]([C@H:13]([CH3:23])[CH2:14][O:15][C:16]2[CH:17]=[N:18][C:19]([N:33]3[CH2:34][C@H:35]([C:36]4[CH:41]=[C:40]([F:42])[CH:39]=[CH:38][C:37]=4[F:43])[C@@H:31]([NH:30][C:29]([O:28][C:24]([CH3:27])([CH3:26])[CH3:25])=[O:44])[CH2:32]3)=[N:20][CH:21]=2)[CH2:9][CH2:8]1)=[O:6])([CH3:3])[CH3:2]. (4) Given the reactants [O:1]1[C:5]2[CH:6]=[CH:7][C:8]([CH:10]([C:12]3[CH:17]=[CH:16][C:15]([O:18][CH3:19])=[C:14]([O:20][CH2:21][CH3:22])[CH:13]=3)[OH:11])=[CH:9][C:4]=2[O:3][CH2:2]1, predict the reaction product. The product is: [O:1]1[C:5]2[CH:6]=[CH:7][C:8]([C:10]([C:12]3[CH:17]=[CH:16][C:15]([O:18][CH3:19])=[C:14]([O:20][CH2:21][CH3:22])[CH:13]=3)=[O:11])=[CH:9][C:4]=2[O:3][CH2:2]1. (5) Given the reactants C[O:2][C:3](=[O:36])[C@@H:4]([NH:14][C:15]([C:17]1[S:18][C:19]([C:25](=[O:35])[NH:26][CH2:27][C:28]2[CH:33]=[CH:32][CH:31]=[C:30]([OH:34])[CH:29]=2)=[CH:20][C:21]=1[CH:22]([CH3:24])[CH3:23])=[O:16])[CH2:5][NH:6][C:7]([C:9]1[S:10][CH:11]=[CH:12][CH:13]=1)=[O:8].O.[OH-].[Li+].Cl, predict the reaction product. The product is: [OH:34][C:30]1[CH:29]=[C:28]([CH:33]=[CH:32][CH:31]=1)[CH2:27][NH:26][C:25]([C:19]1[S:18][C:17]([C:15]([NH:14][C@@H:4]([CH2:5][NH:6][C:7]([C:9]2[S:10][CH:11]=[CH:12][CH:13]=2)=[O:8])[C:3]([OH:36])=[O:2])=[O:16])=[C:21]([CH:22]([CH3:24])[CH3:23])[CH:20]=1)=[O:35].